Dataset: Peptide-MHC class II binding affinity with 134,281 pairs from IEDB. Task: Regression. Given a peptide amino acid sequence and an MHC pseudo amino acid sequence, predict their binding affinity value. This is MHC class II binding data. (1) The peptide sequence is SSPDNVKPLYIITPT. The MHC is DRB1_1101 with pseudo-sequence DRB1_1101. The binding affinity (normalized) is 0.199. (2) The peptide sequence is DLPVWLSWQVAKAGL. The MHC is DRB3_0202 with pseudo-sequence DRB3_0202. The binding affinity (normalized) is 0.695. (3) The MHC is DRB1_1001 with pseudo-sequence DRB1_1001. The peptide sequence is YDKFLANVPTVLTGK. The binding affinity (normalized) is 0.767. (4) The peptide sequence is VGINTRNMTMSMSMI. The MHC is DRB1_0901 with pseudo-sequence DRB1_0901. The binding affinity (normalized) is 0.872. (5) The MHC is DRB1_0101 with pseudo-sequence DRB1_0101. The binding affinity (normalized) is 0.510. The peptide sequence is ALAGRSCTEEAFKIG. (6) The MHC is DRB1_0701 with pseudo-sequence DRB1_0701. The peptide sequence is ANWIEIMRIKKLTIT. The binding affinity (normalized) is 0.566. (7) The peptide sequence is ILPIAEMSVVAMEFG. The MHC is HLA-DQA10102-DQB10502 with pseudo-sequence HLA-DQA10102-DQB10502. The binding affinity (normalized) is 0.441.